From a dataset of Choline transporter screen with 302,306 compounds. Binary Classification. Given a drug SMILES string, predict its activity (active/inactive) in a high-throughput screening assay against a specified biological target. (1) The compound is Fc1c([N+]([O-])=O)cc(NC(=O)CN2C(=O)C3(NC2=O)CCCC3)cc1. The result is 0 (inactive). (2) The molecule is S(=O)(=O)(Nc1cc2[nH]ncc2cc1)c1ccccc1. The result is 0 (inactive). (3) The compound is Clc1c(ncc(c1)C(F)(F)F)c1cn2nc(cc2nc1)C. The result is 0 (inactive). (4) The drug is O=C(N1CCN(CC1)c1c(NC(=O)c2oc(cc2)c2cc([N+]([O-])=O)ccc2)cccc1)CC. The result is 0 (inactive). (5) The drug is o1c(CN2C(CN(CC2)Cc2c3c([nH]c2)cccc3)CCO)ccc1C. The result is 0 (inactive). (6) The compound is S(=O)(=O)(N1CCC(CC1)C(=O)Nc1ccc(cc1)CC)c1sccc1. The result is 0 (inactive). (7) The molecule is O=C1N(C(=O)N(C(=O)/C1=C(\NC(c1ccccc1)C)CC)C)C. The result is 1 (active). (8) The molecule is s1c(N2N=C(CC2(O)C(F)(F)F)c2c(OC)cc(OC)cc2)nc(c1)C(O)=O. The result is 1 (active).